Dataset: Reaction yield outcomes from USPTO patents with 853,638 reactions. Task: Predict the reaction yield, written as a fraction of the theoretical maximum amount of product (1.0 means a 100% yield; for example, 0.34 means a 34% yield). (1) The reactants are [C:1]([C:3]1[CH:8]=[CH:7][C:6]([OH:9])=[CH:5][CH:4]=1)#[N:2].[F:10][C:11]1[CH:12]=[C:13]([CH:16]=[CH:17][CH:18]=1)[CH2:14]Br.C(=O)([O-])[O-].[K+].[K+].C(OCC)(=O)C. The catalyst is CN(C)C=O.O. The product is [F:10][C:11]1[CH:12]=[C:13]([CH:16]=[CH:17][CH:18]=1)[CH2:14][O:9][C:6]1[CH:7]=[CH:8][C:3]([C:1]#[N:2])=[CH:4][CH:5]=1. The yield is 0.930. (2) The reactants are [Cl:1][C:2]1[CH:3]=[C:4]([N:12]([CH2:23][CH3:24])[CH:13]2[CH2:18][CH2:17][N:16]([CH2:19][CH2:20][O:21][CH3:22])[CH2:15][CH2:14]2)[C:5]([CH3:11])=[C:6]([CH:10]=1)[C:7](O)=[O:8].CN(C(ON1N=NC2C=CC=CC1=2)=[N+](C)C)C.[B-](F)(F)(F)F.CCN(C(C)C)C(C)C.[CH2:56]([N:58]1[C:62]([CH3:63])=[C:61]([CH2:64][NH2:65])[C:60]([O:66][CH3:67])=[N:59]1)[CH3:57]. The catalyst is C(Cl)Cl.C(=O)(O)[O-].[Na+].CN(C=O)C. The product is [Cl:1][C:2]1[CH:3]=[C:4]([N:12]([CH2:23][CH3:24])[CH:13]2[CH2:14][CH2:15][N:16]([CH2:19][CH2:20][O:21][CH3:22])[CH2:17][CH2:18]2)[C:5]([CH3:11])=[C:6]([CH:10]=1)[C:7]([NH:65][CH2:64][C:61]1[C:60]([O:66][CH3:67])=[N:59][N:58]([CH2:56][CH3:57])[C:62]=1[CH3:63])=[O:8]. The yield is 0.400. (3) The reactants are [O:1]=[CH:2][C@@H:3]([C@@H:5]([C@@H:7]([CH2:9][OH:10])[OH:8])[OH:6])[OH:4].S(=O)(=O)(O)O.C(O[C:20](=[O:22])[CH3:21])(=O)C.[C:23]([OH:26])(=O)[CH3:24]. The catalyst is CO.N1C=CC=CC=1. The product is [C:2]([O:1][C@@H:2]1[O:8][C@H:7]([CH2:9][O:10][C:20](=[O:22])[CH3:21])[C@@H:5]([O:6][C:23](=[O:26])[CH3:24])[C@H:3]1[O:4][C:5](=[O:6])[CH3:7])(=[O:1])[CH3:3]. The yield is 0.550. (4) The reactants are [CH3:1][N:2]1[CH:6]=[C:5]([C:7]2[CH:8]=[N:9][C:10]3[C:15]([CH:16]=2)=[CH:14][C:13]([OH:17])=[CH:12][CH:11]=3)[CH:4]=[N:3]1.[S:18](O[S:18]([C:21]([F:24])([F:23])[F:22])(=[O:20])=[O:19])([C:21]([F:24])([F:23])[F:22])(=[O:20])=[O:19]. The catalyst is N1C=CC=CC=1. The product is [CH3:1][N:2]1[CH:6]=[C:5]([C:7]2[CH:8]=[N:9][C:10]3[C:15]([CH:16]=2)=[CH:14][C:13]([O:17][S:18]([C:21]([F:24])([F:23])[F:22])(=[O:20])=[O:19])=[CH:12][CH:11]=3)[CH:4]=[N:3]1. The yield is 0.700. (5) The reactants are [C:1]([C:4]1[CH:9]=[CH:8][CH:7]=[CH:6][C:5]=1[C:10]1[CH:11]=[N:12][N:13]2[C:18]([C:19]3[CH:20]=[C:21]([NH:25][C:26](=[O:37])[C:27]4[CH:32]=[CH:31][CH:30]=[C:29]([C:33]([F:36])([F:35])[F:34])[CH:28]=4)[CH:22]=[CH:23][CH:24]=3)=[CH:17][CH:16]=[N:15][C:14]=12)(=[O:3])[CH3:2].[BH4-].[Na+]. The catalyst is CO. The product is [OH:3][CH:1]([C:4]1[CH:9]=[CH:8][CH:7]=[CH:6][C:5]=1[C:10]1[CH:11]=[N:12][N:13]2[C:18]([C:19]3[CH:20]=[C:21]([NH:25][C:26](=[O:37])[C:27]4[CH:32]=[CH:31][CH:30]=[C:29]([C:33]([F:35])([F:36])[F:34])[CH:28]=4)[CH:22]=[CH:23][CH:24]=3)=[CH:17][CH:16]=[N:15][C:14]=12)[CH3:2]. The yield is 0.400. (6) The reactants are S1C2CCCC(=[O:10])C=2C=C1.[Li]C1C=CC=CC=1.C1([C:24]2[CH:35]=[C:34]3[CH:26]([CH2:27][CH2:28][C:29]4[S:30][CH:31]=[CH:32][C:33]=43)[CH:25]=2)C=CC=CC=1.C1(C2CC3C4C=CSC=4CCC=3C=2)C=CC=CC=1. The catalyst is CCOCC. The product is [CH:32]1[C:33]2[C:34]3[CH:26]([CH2:25][C:24](=[O:10])[CH:35]=3)[CH2:27][CH2:28][C:29]=2[S:30][CH:31]=1. The yield is 0.300.